This data is from Forward reaction prediction with 1.9M reactions from USPTO patents (1976-2016). The task is: Predict the product of the given reaction. (1) Given the reactants [C:1]1([CH3:21])[CH:6]=[CH:5][C:4]([S:7]([N:10]2[C:14]3=[N:15][CH:16]=[CH:17][CH:18]=[C:13]3[C:12]([CH:19]=[O:20])=[CH:11]2)(=[O:9])=[O:8])=[CH:3][CH:2]=1.B.C1COCC1, predict the reaction product. The product is: [C:1]1([CH3:21])[CH:2]=[CH:3][C:4]([S:7]([N:10]2[C:14]3=[N:15][CH:16]=[CH:17][CH:18]=[C:13]3[C:12]([CH2:19][OH:20])=[CH:11]2)(=[O:9])=[O:8])=[CH:5][CH:6]=1. (2) Given the reactants CC1C=CC(S(O[CH2:12][C@H:13]2[O:18][C:17]3[CH:19]=[C:20]([S:23]([CH3:26])(=[O:25])=[O:24])[CH:21]=[CH:22][C:16]=3[O:15][CH2:14]2)(=O)=O)=CC=1.[NH:27]1[CH2:32][CH2:31][CH2:30][CH2:29][CH2:28]1, predict the reaction product. The product is: [CH3:26][S:23]([C:20]1[CH:21]=[CH:22][C:16]2[O:15][CH2:14][C@@H:13]([CH2:12][N:27]3[CH2:32][CH2:31][CH2:30][CH2:29][CH2:28]3)[O:18][C:17]=2[CH:19]=1)(=[O:24])=[O:25]. (3) The product is: [CH3:13][C:10]1[CH:11]=[CH:12][C:7]([C:6]2[C:2]([CH3:1])=[N:3][N:4]3[C:22]([C:18]4[CH:19]=[CH:20][CH:21]=[C:16]([CH3:15])[CH:17]=4)=[CH:23][C:24](=[O:25])[NH:14][C:5]=23)=[CH:8][CH:9]=1. Given the reactants [CH3:1][C:2]1[C:6]([C:7]2[CH:12]=[CH:11][C:10]([CH3:13])=[CH:9][CH:8]=2)=[C:5]([NH2:14])[NH:4][N:3]=1.[CH3:15][C:16]1[CH:17]=[C:18]([C:22](=O)[CH2:23][C:24](OCC)=[O:25])[CH:19]=[CH:20][CH:21]=1, predict the reaction product. (4) Given the reactants [CH3:1][C:2]1[CH:3]=[C:4]([NH:9][C:10](=[O:14])[CH:11]([CH3:13])[CH3:12])[CH:5]=[CH:6][C:7]=1[CH3:8].[CH:15]1[CH:20]=[C:19]2[C:21]([C:23](O)([OH:26])[C:24](=[O:25])[C:18]2=[CH:17][CH:16]=1)=[O:22], predict the reaction product. The product is: [OH:26][C:23]1([C:5]2[CH:6]=[C:7]([CH3:8])[C:2]([CH3:1])=[CH:3][C:4]=2[NH:9][C:10](=[O:14])[CH:11]([CH3:12])[CH3:13])[C:24](=[O:25])[C:18]2[C:19](=[CH:20][CH:15]=[CH:16][CH:17]=2)[C:21]1=[O:22]. (5) The product is: [Br:11][C:12]1[S:13][C:14]([CH:8]=[O:9])=[CH:15][C:16]=1[CH3:17]. Given the reactants P(Cl)(Cl)(Cl)=O.CN(C)[CH:8]=[O:9].[Br:11][C:12]1[S:13][CH:14]=[CH:15][C:16]=1[CH3:17].[OH-].[Na+], predict the reaction product. (6) Given the reactants Cl[C:2]1[C:11]2[C:6](=[CH:7][C:8]([O:14][CH2:15][CH2:16][CH2:17][N:18]3[CH2:23][CH2:22][O:21][CH2:20][CH2:19]3)=[C:9]([O:12][CH3:13])[CH:10]=2)[N:5]=[CH:4][N:3]=1.[CH2:24]1[O:33][C:32]2[CH:31]=[CH:30][C:28]([NH2:29])=[CH:27][C:26]=2[O:25]1.Cl, predict the reaction product. The product is: [O:33]1[C:32]2[CH:31]=[CH:30][C:28]([NH:29][C:2]3[C:11]4[C:6](=[CH:7][C:8]([O:14][CH2:15][CH2:16][CH2:17][N:18]5[CH2:23][CH2:22][O:21][CH2:20][CH2:19]5)=[C:9]([O:12][CH3:13])[CH:10]=4)[N:5]=[CH:4][N:3]=3)=[CH:27][C:26]=2[O:25][CH2:24]1. (7) Given the reactants [Cl:1][C:2]1[C:7]([C:8]2[CH:13]=[CH:12][CH:11]=[CH:10][CH:9]=2)=[C:6](Cl)[N:5]2[N:15]=[C:16]([C:18]3[CH:23]=[CH:22][CH:21]=[CH:20][N:19]=3)[N:17]=[C:4]2[N:3]=1.[C:24]([NH2:28])([CH3:27])([CH3:26])[CH3:25], predict the reaction product. The product is: [C:24]([NH:28][C:6]1[N:5]2[N:15]=[C:16]([C:18]3[CH:23]=[CH:22][CH:21]=[CH:20][N:19]=3)[N:17]=[C:4]2[N:3]=[C:2]([Cl:1])[C:7]=1[C:8]1[CH:13]=[CH:12][CH:11]=[CH:10][CH:9]=1)([CH3:27])([CH3:26])[CH3:25]. (8) Given the reactants CO[C:3]1[CH:11]=[CH:10][C:6]([C:7](Cl)=O)=[C:5]([CH3:12])[CH:4]=1.[CH2:13]([NH:15]CC)C, predict the reaction product. The product is: [CH:7]1[C:6]2[C:5](=[CH:4][CH:3]=[CH:11][CH:10]=2)[CH:12]=[CH:13][N:15]=1.